Dataset: Catalyst prediction with 721,799 reactions and 888 catalyst types from USPTO. Task: Predict which catalyst facilitates the given reaction. (1) Reactant: [Br:1][C:2]1[C:3]([C:9]2[CH:14]=[CH:13][C:12]([Cl:15])=[CH:11][CH:10]=2)=[CH:4][C:5](Cl)=[N:6][CH:7]=1.[NH2:16][NH2:17]. Product: [Br:1][C:2]1[C:3]([C:9]2[CH:14]=[CH:13][C:12]([Cl:15])=[CH:11][CH:10]=2)=[CH:4][C:5]([NH:16][NH2:17])=[N:6][CH:7]=1. The catalyst class is: 1. (2) Reactant: [CH3:1][O:2][C:3]1[CH:8]=[CH:7][C:6]([CH:9]2[CH2:11][CH:10]2[C:12]([OH:14])=O)=[CH:5][CH:4]=1.[CH:15]1[CH:20]=[CH:19][C:18]([C@@H:21]([NH2:24])[CH2:22][OH:23])=[CH:17][CH:16]=1.CCN=C=NCCCN(C)C.Cl.ON1C2C=CC=CC=2N=N1. Product: [OH:23][CH2:22][CH:21]([NH:24][C:12]([C@@H:10]1[CH2:11][C@@H:9]1[C:6]1[CH:5]=[CH:4][C:3]([O:2][CH3:1])=[CH:8][CH:7]=1)=[O:14])[C:18]1[CH:19]=[CH:20][CH:15]=[CH:16][CH:17]=1. The catalyst class is: 4. (3) Reactant: C(Cl)(=O)OC.C(N(CC)CC)C.[CH2:13]([C:15]1[C:20]([O:21]C(OC)=O)=[CH:19][C:18]([O:26]C(OC)=O)=[C:17]([C:31]2[CH:36]=[CH:35][CH:34]=[C:33]([O:37][CH3:38])[CH:32]=2)[C:16]=1[CH2:39][C:40]([O:42][CH3:43])=[O:41])[CH3:14].[BH4-].[Na+].N. Product: [CH2:13]([C:15]1[C:20]([OH:21])=[CH:19][C:18]([OH:26])=[C:17]([C:31]2[CH:36]=[CH:35][CH:34]=[C:33]([O:37][CH3:38])[CH:32]=2)[C:16]=1[CH2:39][C:40]([O:42][CH3:43])=[O:41])[CH3:14]. The catalyst class is: 364. (4) Reactant: C([O:4][CH2:5][CH2:6][CH2:7][CH2:8][N:9]1[C:14]2=[N:15][C:16]([C:25]3[CH:30]=[CH:29][CH:28]=[CH:27][CH:26]=3)=[C:17]([C:19]3[CH:24]=[CH:23][CH:22]=[CH:21][CH:20]=3)[N:18]=[C:13]2[CH2:12][CH2:11][CH2:10]1)(=O)C.[OH-].[Li+]. Product: [C:19]1([C:17]2[N:18]=[C:13]3[CH2:12][CH2:11][CH2:10][N:9]([CH2:8][CH2:7][CH2:6][CH2:5][OH:4])[C:14]3=[N:15][C:16]=2[C:25]2[CH:30]=[CH:29][CH:28]=[CH:27][CH:26]=2)[CH:20]=[CH:21][CH:22]=[CH:23][CH:24]=1. The catalyst class is: 249. (5) Reactant: Br[C:2]1[S:3][CH:4]=[CH:5][C:6]=1[C:7]([OH:9])=[O:8].[CH2:10]([C:12]1[CH:17]=[CH:16][C:15](B(O)O)=[CH:14][CH:13]=1)[CH3:11].C([O-])([O-])=O.[K+].[K+].CC(O)C. Product: [CH2:10]([C:12]1[CH:17]=[CH:16][C:15]([C:2]2[S:3][CH:4]=[CH:5][C:6]=2[C:7]([OH:9])=[O:8])=[CH:14][CH:13]=1)[CH3:11]. The catalyst class is: 206. (6) Reactant: [F:1][C:2]1[CH:7]=[C:6]([S:8][C:9]([F:12])([F:11])[F:10])[CH:5]=[CH:4][C:3]=1[N:13]([CH3:25])[C:14]([NH:16][CH2:17][CH2:18][N:19]1[CH2:24][CH2:23][O:22][CH2:21][CH2:20]1)=[O:15].C(N(C(C)C)CC)(C)C.[F:35][C:36]1[CH:44]=[CH:43][CH:42]=[C:41]([F:45])[C:37]=1[C:38](Cl)=[O:39].C(OC)(C)(C)C. Product: [F:35][C:36]1[CH:44]=[CH:43][CH:42]=[C:41]([F:45])[C:37]=1[C:38]([N:16]([CH2:17][CH2:18][N:19]1[CH2:20][CH2:21][O:22][CH2:23][CH2:24]1)[C:14]([N:13]([C:3]1[CH:4]=[CH:5][C:6]([S:8][C:9]([F:11])([F:12])[F:10])=[CH:7][C:2]=1[F:1])[CH3:25])=[O:15])=[O:39]. The catalyst class is: 11. (7) Reactant: [C:1](=[O:4])([O-:3])[O-:2].[Na+].[Na+].[Cl-].[Cr+3:8].[Cl-].[Cl-].[Cr]. Product: [C:1](=[O:2])([O-:4])[O-:3].[Cr+3:8].[C:1](=[O:2])([O-:4])[O-:3].[C:1](=[O:2])([O-:4])[O-:3].[Cr+3:8]. The catalyst class is: 6.